Dataset: Forward reaction prediction with 1.9M reactions from USPTO patents (1976-2016). Task: Predict the product of the given reaction. Given the reactants [CH3:1][N:2]([C:14]1[N:23]=[C:22]([NH2:24])[C:21]2[C:16](=[CH:17][C:18]([O:27][CH3:28])=[C:19]([O:25][CH3:26])[CH:20]=2)[N:15]=1)[CH2:3][CH2:4][CH2:5]NC(C1OCCC1)=O.Cl.[NH2:30]C1C2C(=CC(OC)=C(OC)C=2)N=C(Cl)N=1.CCC(N)C#N, predict the reaction product. The product is: [NH2:24][C:22]1[C:21]2[C:16](=[CH:17][C:18]([O:27][CH3:28])=[C:19]([O:25][CH3:26])[CH:20]=2)[N:15]=[C:14]([N:2]([CH3:1])[CH2:3][CH:4]([NH2:30])[CH3:5])[N:23]=1.